From a dataset of Forward reaction prediction with 1.9M reactions from USPTO patents (1976-2016). Predict the product of the given reaction. (1) Given the reactants [N+:1]([C:4]1[CH:17]=[C:16]2[C:11]([N:12]=[CH:13][CH:14]=[CH:15]2)=[C:10]2[C:5]=1[CH:6]=[CH:7][CH:8]=[N:9]2)([O-])=O.O.NN, predict the reaction product. The product is: [N:9]1[C:10]2[C:11]3[C:16](=[CH:15][CH:14]=[CH:13][N:12]=3)[CH:17]=[C:4]([NH2:1])[C:5]=2[CH:6]=[CH:7][CH:8]=1. (2) Given the reactants [F:1][C:2]1[C:7]([F:8])=[C:6]([OH:9])[CH:5]=[CH:4][C:3]=1[CH2:10][N:11]1[C:19](=[O:20])[C:18]([C:21]([NH:23][C:24]2[CH:29]=[CH:28][C:27]([C:30]([F:33])([F:32])[F:31])=[CH:26][C:25]=2[C:34]2[CH:39]=[C:38]([C:40]([F:43])([F:42])[F:41])[N:37]=[CH:36][N:35]=2)=[O:22])=[C:17]([OH:44])[C:13]2([CH2:16][CH2:15][CH2:14]2)[N:12]1[CH3:45].CC1C=CC(S(O[CH:57]2[CH2:60][O:59][CH2:58]2)(=O)=O)=CC=1.C(=O)([O-])[O-].[Cs+].[Cs+], predict the reaction product. The product is: [F:1][C:2]1[C:7]([F:8])=[C:6]([O:9][CH:57]2[CH2:60][O:59][CH2:58]2)[CH:5]=[CH:4][C:3]=1[CH2:10][N:11]1[C:19](=[O:20])[C:18]([C:21]([NH:23][C:24]2[CH:29]=[CH:28][C:27]([C:30]([F:32])([F:31])[F:33])=[CH:26][C:25]=2[C:34]2[CH:39]=[C:38]([C:40]([F:41])([F:42])[F:43])[N:37]=[CH:36][N:35]=2)=[O:22])=[C:17]([OH:44])[C:13]2([CH2:14][CH2:15][CH2:16]2)[N:12]1[CH3:45].